From a dataset of Retrosynthesis with 50K atom-mapped reactions and 10 reaction types from USPTO. Predict the reactants needed to synthesize the given product. (1) Given the product CC(C)S(=O)(=O)c1ccc(-c2cnc(N(C(=O)OC(C)(C)C)C(=O)OC(C)(C)C)c(-c3cc(-c4ccc(N)cc4)no3)n2)cc1, predict the reactants needed to synthesize it. The reactants are: CC(C)S(=O)(=O)c1ccc(-c2cnc(N(C(=O)OC(C)(C)C)C(=O)OC(C)(C)C)c(-c3cc(-c4ccc([N+](=O)[O-])cc4)no3)n2)cc1. (2) The reactants are: C=CC=C.COc1cc(C=C[N+](=O)[O-])ccc1O. Given the product COc1cc([C@@H]2CC=CC[C@H]2[N+](=O)[O-])ccc1O, predict the reactants needed to synthesize it. (3) Given the product O=C(NCC(=O)N1CCN(C(=O)c2ccccc2C(F)(F)F)CC1)C1CCN(c2ccccc2)CC1, predict the reactants needed to synthesize it. The reactants are: NCC(=O)N1CCN(C(=O)c2ccccc2C(F)(F)F)CC1.O=C(O)C1CCN(c2ccccc2)CC1. (4) Given the product CCOC(=O)/C(C)=C/c1ccc(N)cc1, predict the reactants needed to synthesize it. The reactants are: CCOC(=O)/C(C)=C/c1ccc([N+](=O)[O-])cc1.